This data is from Experimentally validated miRNA-target interactions with 360,000+ pairs, plus equal number of negative samples. The task is: Binary Classification. Given a miRNA mature sequence and a target amino acid sequence, predict their likelihood of interaction. (1) The miRNA is hsa-miR-6875-3p with sequence AUUCUUCCUGCCCUGGCUCCAU. The protein sequence of the target gene is MAREKEMQEFTRSFFRGRPDLSTLTHSIVRRRYLAHSGRSHLEPEEKQALKRLVEEELLKMQVDEAASREDKLDLTKKGKRPPTPCSDPERKRFRFNSESESGSEASSPDYFGPPAKNGVAAEVSPAKEENPRRASKAVEESSDEERQRDLPAQRGEESSEEEEKGYKGKTRKKPVVKKQAPGKASVSRKQAREESEESEAEPVQRTAKKVEGNKGTKSLKESEQESEEEILAQKKEQREEEVEEEEKEEDEEKGDWKPRTRSNGRRKSAREERSCKQKSQAKRLLGDSDSEEEQKEAAS.... Result: 0 (no interaction). (2) The miRNA is mmu-miR-19b-3p with sequence UGUGCAAAUCCAUGCAAAACUGA. The protein sequence of the target gene is MALRAMRGIVNGAAPELPVPTGGPMAGAREQALAVSRNYLSQPRLTYKTVSGVNGPLVILDHVKFPRYAEIVHLTLPDGTKRSGQVLEVSGSKAVVQVFEGTSGIDAKKTSCEFTGDILRTPVSEDMLGRVFNGSGKPIDRGPVVLAEDFLDIMGQPINPQCRIYPEEMIQTGISAIDGMNSIARGQKIPIFSAAGLPHNEIAAQICRQAGLVKKSKDVVDYSEENFAIVFAAMGVNMETARFFKSDFEENGSMDNVCLFLNLANDPTIERIITPRLALTTAEFLAYQCEKHVLVILTDM.... Result: 1 (interaction). (3) The miRNA is hsa-miR-1277-3p with sequence UACGUAGAUAUAUAUGUAUUUU. The protein sequence of the target gene is MGETLGDSPVDPEHGAFADALPMSTSQEITMVDTEMPFWPTNFGISSVDLSVMEDHSHSFDIKPFTTVDFSSISAPHYEDIPFTRADPMVADYKYDLKLQEYQSAIKVEPASPPYYSEKTQLYNRPHEEPSNSLMAIECRVCGDKASGFHYGVHACEGCKGFFRRTIRLKLIYDRCDLNCRIHKKSRNKCQYCRFQKCLAVGMSHNAIRFGRMPQAEKEKLLAEISSDIDQLNPESADLRALAKHLYDSYIKSFPLTKAKARAILTGKTTDKSPFVIYDMNSLMMGEDKIKFKHITPLQE.... Result: 0 (no interaction). (4) The miRNA is hsa-miR-659-5p with sequence AGGACCUUCCCUGAACCAAGGA. The protein sequence of the target gene is MAEGLERVRISASELRGILATLAPQAGSRENMKELKEARPRKDNRRPDLEIYKPGLSRLRNKPKIKEPPGSEEFKDEIVNDRDCSAVENGTQPVKDVCKELNNQEQNGPIDPENNRGQESFPRTAGQEDRSLKIIKRTKKPDLQIYQPGRRLQTVSKESASRVEEEEVLNQVEQLRVEEDECRGNVAKEEVANKPDRAEIEKSPGGGRVGAAKGEKGKRMGKGEGVRETHDDPARGRPGSAKRYSRSDKRRNRYRTRSTSSAGSNNSAEGAGLTDNGCRRRRQDRTKERPRLKKQVSVSS.... Result: 0 (no interaction). (5) The miRNA is hsa-miR-6790-3p with sequence CGACCUCGGCGACCCCUCACU. The protein sequence of the target gene is MCSAFHRAESGTELLARLEGRSSLKEIEPNLFADEDSPVHGDILEFHGPEGTGKTEMLYHLTARCILPKSEGGLEVEVLFIDTDYHFDMLRLVTILEHRLSQSSEEIIKYCLGRFFLVYCSSSTHLLLTLYSLESMFCSHPSLCLLILDSLSAFYWIDRVNGGESVNLQESTLRKCSQCLEKLVNDYRLVLFATTQTIMQKASSSSEEPSHASRRLCDVDIDYRPYLCKAWQQLVKHRMFFSKQDDSQSSNQFSLVSRCLKSNSLKKHFFIIGESGVEFC. Result: 0 (no interaction).